This data is from Peptide-MHC class I binding affinity with 185,985 pairs from IEDB/IMGT. The task is: Regression. Given a peptide amino acid sequence and an MHC pseudo amino acid sequence, predict their binding affinity value. This is MHC class I binding data. (1) The peptide sequence is SIFERIREA. The MHC is HLA-A02:01 with pseudo-sequence HLA-A02:01. The binding affinity (normalized) is 0.936. (2) The peptide sequence is RILHNFAYSL. The MHC is HLA-C06:02 with pseudo-sequence HLA-C06:02. The binding affinity (normalized) is 0.183. (3) The MHC is HLA-A02:01 with pseudo-sequence HLA-A02:01. The binding affinity (normalized) is 0.475. The peptide sequence is ILLSRCLWWT. (4) The peptide sequence is ISDNKKEYK. The MHC is HLA-A33:01 with pseudo-sequence HLA-A33:01. The binding affinity (normalized) is 0.145. (5) The peptide sequence is PYWQGIWDK. The MHC is HLA-A23:01 with pseudo-sequence HLA-A23:01. The binding affinity (normalized) is 0.834. (6) The peptide sequence is DPTFQLLNM. The MHC is HLA-B53:01 with pseudo-sequence HLA-B53:01. The binding affinity (normalized) is 0.495. (7) The peptide sequence is RDYVDRFYKTL. The MHC is HLA-B08:01 with pseudo-sequence HLA-B08:01. The binding affinity (normalized) is 0.0180.